Dataset: Forward reaction prediction with 1.9M reactions from USPTO patents (1976-2016). Task: Predict the product of the given reaction. The product is: [CH2:1]([O:3][C:4]1[CH:5]=[C:6]([C:7]([O:9][CH3:10])=[O:8])[CH:11]=[C:12]([C:22]([F:23])([F:24])[F:25])[C:13]=1[C:30]1[CH:31]=[CH:32][C:27]([F:26])=[CH:28][CH:29]=1)[CH3:2]. Given the reactants [CH2:1]([O:3][C:4]1[CH:5]=[C:6]([CH:11]=[C:12]([C:22]([F:25])([F:24])[F:23])[C:13]=1OS(C(F)(F)F)(=O)=O)[C:7]([O:9][CH3:10])=[O:8])[CH3:2].[F:26][C:27]1[CH:32]=[CH:31][C:30](B(O)O)=[CH:29][CH:28]=1.[F-].[Cs+].COCCOC, predict the reaction product.